From a dataset of Catalyst prediction with 721,799 reactions and 888 catalyst types from USPTO. Predict which catalyst facilitates the given reaction. (1) Reactant: O.[CH3:2][C:3]1[CH:4]=[CH:5][C:6]([N:13]2[CH2:18][CH2:17][NH:16][CH2:15][CH2:14]2)=[C:7]([S:9]([OH:12])(=[O:11])=[O:10])[CH:8]=1. Product: [CH3:2][C:3]1[CH:4]=[CH:5][C:6]([N:13]2[CH2:18][CH2:17][NH:16][CH2:15][CH2:14]2)=[C:7]([S:9]([OH:12])(=[O:10])=[O:11])[CH:8]=1. The catalyst class is: 6. (2) Reactant: [NH2:1][C:2]1[C:7](Br)=[N:6][C:5]([Br:9])=[CH:4][N:3]=1.[Cl:10][C:11]1[C:18]([F:19])=[CH:17][CH:16]=[C:15]([F:20])[C:12]=1[CH2:13][NH2:14].C(N(C(C)C)CC)C. Product: [Br:9][C:5]1[N:6]=[C:7]([NH:14][CH2:13][C:12]2[C:15]([F:20])=[CH:16][CH:17]=[C:18]([F:19])[C:11]=2[Cl:10])[C:2]([NH2:1])=[N:3][CH:4]=1. The catalyst class is: 114. (3) Reactant: [Cl:1][C:2]1[C:21]([O:22][CH3:23])=[CH:20][C:5]2[S:6][C:7]3[C:13](=[O:14])[N:12]([NH:15]C(=O)C)[CH:11]([CH3:19])[CH2:10][C:8]=3[NH:9][C:4]=2[CH:3]=1.Cl. Product: [NH2:15][N:12]1[CH:11]([CH3:19])[CH2:10][C:8]2[NH:9][C:4]3[CH:3]=[C:2]([Cl:1])[C:21]([O:22][CH3:23])=[CH:20][C:5]=3[S:6][C:7]=2[C:13]1=[O:14]. The catalyst class is: 5. (4) Reactant: [F:1][C:2]1[CH:7]=[C:6]([F:8])[CH:5]=[CH:4][C:3]=1[C:9]1[C:18]2[C:13](=[C:14]([C:19]3[C:24]([F:25])=[CH:23][CH:22]=[CH:21][C:20]=3[F:26])[N:15]=[CH:16][CH:17]=2)[N:12]=[C:11](C(O)=O)[CH:10]=1.C1(P([N:44]=[N+]=[N-])(C2C=CC=CC=2)=O)C=CC=CC=1.C(N(CC)CC)C. Product: [F:1][C:2]1[CH:7]=[C:6]([F:8])[CH:5]=[CH:4][C:3]=1[C:9]1[C:18]2[C:13](=[C:14]([C:19]3[C:20]([F:26])=[CH:21][CH:22]=[CH:23][C:24]=3[F:25])[N:15]=[CH:16][CH:17]=2)[N:12]=[C:11]([NH2:44])[CH:10]=1. The catalyst class is: 107. (5) Reactant: [N+](C1C=CC([O:10][C:11](=O)[O:12][C@H:13]([C:15](=[O:33])[NH:16][C@@H:17]2[C:23](=[O:24])[N:22]([CH3:25])[C:21]3[CH:26]=[CH:27][CH:28]=[CH:29][C:20]=3[N:19]([C:30](=[O:32])[CH3:31])[CH2:18]2)[CH3:14])=CC=1)([O-])=O.[F:35][C:36]1[C:43]([F:44])=[CH:42][C:41]([F:45])=[CH:40][C:37]=1[CH2:38][NH2:39]. Product: [C:30]([N:19]1[CH2:18][C@H:17]([NH:16][C:15]([C@@H:13]([O:12][C:11](=[O:10])[NH:39][CH2:38][C:37]2[CH:40]=[C:41]([F:45])[CH:42]=[C:43]([F:44])[C:36]=2[F:35])[CH3:14])=[O:33])[C:23](=[O:24])[N:22]([CH3:25])[C:21]2[CH:26]=[CH:27][CH:28]=[CH:29][C:20]1=2)(=[O:32])[CH3:31]. The catalyst class is: 12. (6) Reactant: [CH3:1][C:2]1[CH:11]=[CH:10][C:9]2[C:4](=[CH:5][CH:6]=[CH:7][CH:8]=2)[C:3]=1[CH2:12][CH:13]([O:15][C:16]1[CH:21]=[CH:20][CH:19]=[CH:18][C:17]=1[N+:22]([O-])=O)[CH3:14].C(Cl)Cl. Product: [CH3:14][CH:13]([O:15][C:16]1[CH:21]=[CH:20][CH:19]=[CH:18][C:17]=1[NH2:22])[CH2:12][C:3]1[C:4]2[C:9](=[CH:8][CH:7]=[CH:6][CH:5]=2)[CH:10]=[CH:11][C:2]=1[CH3:1]. The catalyst class is: 446. (7) Reactant: [CH:1]1([S:6][CH:7]([C:11]2[CH:16]=[CH:15][C:14]3[O:17][CH2:18][O:19][C:13]=3[CH:12]=2)[C:8]([OH:10])=O)[CH2:5][CH2:4][CH2:3][CH2:2]1.[NH2:20][C:21]1[CH:26]=[CH:25][CH:24]=[CH:23][N:22]=1. Product: [CH:1]1([S:6][CH:7]([C:11]2[CH:16]=[CH:15][C:14]3[O:17][CH2:18][O:19][C:13]=3[CH:12]=2)[C:8]([NH:20][C:21]2[CH:26]=[CH:25][CH:24]=[CH:23][N:22]=2)=[O:10])[CH2:2][CH2:3][CH2:4][CH2:5]1. The catalyst class is: 1. (8) Reactant: [Si:1]([O:8][CH2:9][C@@:10]([CH3:17])([OH:16])[CH2:11][NH:12][CH2:13][CH2:14][OH:15])([C:4]([CH3:7])([CH3:6])[CH3:5])([CH3:3])[CH3:2].[CH3:18][C:19]([O:22][C:23](O[C:23]([O:22][C:19]([CH3:21])([CH3:20])[CH3:18])=[O:24])=[O:24])([CH3:21])[CH3:20]. Product: [C:19]([O:22][C:23](=[O:24])[N:12]([CH2:11][C@@:10]([OH:16])([CH3:17])[CH2:9][O:8][Si:1]([C:4]([CH3:7])([CH3:6])[CH3:5])([CH3:3])[CH3:2])[CH2:13][CH2:14][OH:15])([CH3:21])([CH3:20])[CH3:18]. The catalyst class is: 10.